Dataset: Forward reaction prediction with 1.9M reactions from USPTO patents (1976-2016). Task: Predict the product of the given reaction. (1) Given the reactants [O:1]=[C:2]([C@@H:8]([C:10]1[CH:15]=[CH:14][C:13]([NH:16][C:17]2[S:18][CH:19]=[C:20]([C:22]([F:25])([F:24])[F:23])[N:21]=2)=[CH:12][CH:11]=1)[CH3:9])[CH2:3][C:4](OC)=[O:5].[OH-].[Na+].Cl.[NH2:29]O.Cl, predict the reaction product. The product is: [F:23][C:22]([F:24])([F:25])[C:20]1[N:21]=[C:17]([NH:16][C:13]2[CH:12]=[CH:11][C:10]([C@H:8]([C:2]3[O:1][N:29]=[C:4]([OH:5])[CH:3]=3)[CH3:9])=[CH:15][CH:14]=2)[S:18][CH:19]=1. (2) Given the reactants C([O:8][C:9]1[C:10]2[N:11]([C:15]([C:19]([NH:21][C@H:22]([CH2:25][CH2:26][CH2:27][CH3:28])[CH2:23][OH:24])=[O:20])=[C:16]([CH3:18])[N:17]=2)[CH:12]=[CH:13][CH:14]=1)C1C=CC=CC=1.[H][H], predict the reaction product. The product is: [OH:8][C:9]1[C:10]2[N:11]([C:15]([C:19]([NH:21][C@H:22]([CH2:25][CH2:26][CH2:27][CH3:28])[CH2:23][OH:24])=[O:20])=[C:16]([CH3:18])[N:17]=2)[CH:12]=[CH:13][CH:14]=1. (3) Given the reactants O[CH:2]([CH2:8][CH2:9][CH2:10][CH3:11])[C:3]([O:5][CH2:6][CH3:7])=[O:4].[Cl:12][C:13]1[CH:18]=[CH:17][C:16]([SH:19])=[CH:15][CH:14]=1.C1(P(C2C=CC=CC=2)C2C=CC=CC=2)C=CC=CC=1.N(C(OC(C)C)=O)=NC(OC(C)C)=O, predict the reaction product. The product is: [Cl:12][C:13]1[CH:18]=[CH:17][C:16]([S:19][CH:2]([CH2:8][CH2:9][CH2:10][CH3:11])[C:3]([O:5][CH2:6][CH3:7])=[O:4])=[CH:15][CH:14]=1.